This data is from Catalyst prediction with 721,799 reactions and 888 catalyst types from USPTO. The task is: Predict which catalyst facilitates the given reaction. (1) Reactant: C([O:3][C:4]([C:6]1([C:33]([OH:35])=[O:34])[CH2:11][CH2:10][CH:9]([NH:12][CH2:13][CH2:14][C:15]2[CH:20]=[CH:19][C:18]([CH2:21][CH2:22][CH2:23][CH2:24][CH2:25][CH2:26][CH2:27][CH2:28][CH2:29][CH3:30])=[C:17]([F:31])[C:16]=2[F:32])[CH2:8][CH2:7]1)=[O:5])C.[OH-].[K+]. Product: [CH2:21]([C:18]1[CH:19]=[CH:20][C:15]([CH2:14][CH2:13][NH:12][CH:9]2[CH2:8][CH2:7][C:6]([C:33]([OH:35])=[O:34])([C:4]([OH:5])=[O:3])[CH2:11][CH2:10]2)=[C:16]([F:32])[C:17]=1[F:31])[CH2:22][CH2:23][CH2:24][CH2:25][CH2:26][CH2:27][CH2:28][CH2:29][CH3:30]. The catalyst class is: 40. (2) Reactant: [NH:1]([N:41]=[N+:42]=[N-:43])[C@H:2]([C:10]([NH:12][C@H:13]([C:29]([NH:31][C@H:32]([C:37]([O:39]C)=O)[CH2:33][CH:34]([CH3:36])[CH3:35])=[O:30])[CH2:14][C:15]1[CH:20]=[CH:19][C:18]([NH:21][C:22]([O:24][C:25]([CH3:28])([CH3:27])[CH3:26])=[O:23])=[CH:17][CH:16]=1)=[O:11])[CH2:3][C:4]1[CH:9]=[CH:8][CH:7]=[CH:6][CH:5]=1.O.[NH2:45][NH2:46]. Product: [NH:1]([N:41]=[N+:42]=[N-:43])[C@H:2]([C:10]([NH:12][C@H:13]([C:29]([NH:31][C@H:32]([C:37]([NH:45][NH2:46])=[O:39])[CH2:33][CH:34]([CH3:36])[CH3:35])=[O:30])[CH2:14][C:15]1[CH:20]=[CH:19][C:18]([NH:21][C:22]([O:24][C:25]([CH3:28])([CH3:26])[CH3:27])=[O:23])=[CH:17][CH:16]=1)=[O:11])[CH2:3][C:4]1[CH:9]=[CH:8][CH:7]=[CH:6][CH:5]=1. The catalyst class is: 5. (3) Reactant: [NH2:1][C@@H:2]([CH2:30][OH:31])[C:3]([N:5]1[CH2:10][CH2:9][N:8]([C:11]([C@@H:13]([NH:18][C:19]([C:21]2[S:22][C:23]3[CH:29]=[CH:28][CH:27]=[CH:26][C:24]=3[CH:25]=2)=[O:20])[CH2:14][CH:15]([CH3:17])[CH3:16])=[O:12])[CH2:7][CH2:6]1)=[O:4].C(N(CC)CC)C.[Cl:39][C:40]1[CH:45]=[C:44]([Cl:46])[CH:43]=[CH:42][C:41]=1[S:47](Cl)(=[O:49])=[O:48]. Product: [Cl:39][C:40]1[CH:45]=[C:44]([Cl:46])[CH:43]=[CH:42][C:41]=1[S:47]([NH:1][C@@H:2]([CH2:30][OH:31])[C:3]([N:5]1[CH2:10][CH2:9][N:8]([C:11]([C@@H:13]([NH:18][C:19]([C:21]2[S:22][C:23]3[CH:29]=[CH:28][CH:27]=[CH:26][C:24]=3[CH:25]=2)=[O:20])[CH2:14][CH:15]([CH3:17])[CH3:16])=[O:12])[CH2:7][CH2:6]1)=[O:4])(=[O:49])=[O:48]. The catalyst class is: 2.